This data is from Peptide-MHC class II binding affinity with 134,281 pairs from IEDB. The task is: Regression. Given a peptide amino acid sequence and an MHC pseudo amino acid sequence, predict their binding affinity value. This is MHC class II binding data. (1) The MHC is DRB5_0101 with pseudo-sequence DRB5_0101. The peptide sequence is LSILAILKGLYNFAT. The binding affinity (normalized) is 0.811. (2) The peptide sequence is EYIEAAKWLLPPPKV. The MHC is DRB1_0301 with pseudo-sequence DRB1_0301. The binding affinity (normalized) is 0.309. (3) The peptide sequence is GPLDKEAIEERVERI. The MHC is HLA-DQA10201-DQB10303 with pseudo-sequence HLA-DQA10201-DQB10303. The binding affinity (normalized) is 0. (4) The peptide sequence is TGSRWCCWPVVPVAL. The MHC is HLA-DQA10501-DQB10301 with pseudo-sequence HLA-DQA10501-DQB10301. The binding affinity (normalized) is 0.124. (5) The peptide sequence is LSSKFNKFVSPKSVS. The MHC is DRB1_0901 with pseudo-sequence DRB1_0901. The binding affinity (normalized) is 0.852. (6) The binding affinity (normalized) is 0.352. The peptide sequence is QRPLVTIKIGGQLKE. The MHC is HLA-DQA10301-DQB10301 with pseudo-sequence HLA-DQA10301-DQB10301. (7) The peptide sequence is SPWSWPDLDLKPGAA. The binding affinity (normalized) is 0. The MHC is DRB3_0101 with pseudo-sequence DRB3_0101. (8) The peptide sequence is TSKLDAAYKLAYKTAEGATP. The MHC is HLA-DPA10201-DPB11401 with pseudo-sequence HLA-DPA10201-DPB11401. The binding affinity (normalized) is 0.639.